The task is: Predict the reactants needed to synthesize the given product.. This data is from Retrosynthesis with 50K atom-mapped reactions and 10 reaction types from USPTO. (1) Given the product CC(C)Oc1ccncc1NC(=S)Nc1cccc2c1ncn2C, predict the reactants needed to synthesize it. The reactants are: CC(C)Oc1ccncc1N=C=S.Cn1cnc2c(N)cccc21. (2) Given the product Cc1oc(-c2ccccc2)nc1COc1cccc(COc2nn(Cc3ccccc3)cc2C=O)c1, predict the reactants needed to synthesize it. The reactants are: Cc1oc(-c2ccccc2)nc1COc1cccc(COc2nn(Cc3ccccc3)cc2CO)c1. (3) Given the product CCOc1cc(C(C)(C)C)ccc1C1=N[C@@](C)(c2ccc(Cl)cc2)[C@@](C)(c2ccc(Cl)cc2)N1C(=O)N1CCN(C(C)=O)CC1, predict the reactants needed to synthesize it. The reactants are: CC(=O)N1CCNCC1.CCOc1cc(C(C)(C)C)ccc1C1=N[C@@](C)(c2ccc(Cl)cc2)[C@@](C)(c2ccc(Cl)cc2)N1C(=O)Cl.